Dataset: Forward reaction prediction with 1.9M reactions from USPTO patents (1976-2016). Task: Predict the product of the given reaction. (1) Given the reactants Cl[C:2]1[C:11]2[C:6](=[C:7]([C:12]3[CH:16]=[CH:15][S:14][CH:13]=3)[CH:8]=[CH:9][CH:10]=2)[CH:5]=[CH:4][N:3]=1.[CH3:17][C:18]1[N:19]=[CH:20][N:21]([C:23]2[CH:24]=[C:25]([NH2:29])[CH:26]=[CH:27][CH:28]=2)[CH:22]=1.C(=O)([O-])[O-].[K+].[K+], predict the reaction product. The product is: [CH3:17][C:18]1[N:19]=[CH:20][N:21]([C:23]2[CH:24]=[C:25]([NH:29][C:2]3[C:11]4[C:6](=[C:7]([C:12]5[CH:16]=[CH:15][S:14][CH:13]=5)[CH:8]=[CH:9][CH:10]=4)[CH:5]=[CH:4][N:3]=3)[CH:26]=[CH:27][CH:28]=2)[CH:22]=1. (2) The product is: [CH2:1]([O:2][C:3]([C:5]1([CH2:8][N:9]([C:18]2[C:19]([N+:23]([O-:25])=[O:24])=[CH:20][N:21]=[C:16]([Cl:15])[N:17]=2)[CH:10]2[CH2:14][CH2:13][CH2:12][CH2:11]2)[CH2:7][CH2:6]1)=[O:4])[CH3:26]. Given the reactants [CH3:1][O:2][C:3]([C:5]1([CH2:8][NH:9][CH:10]2[CH2:14][CH2:13][CH2:12][CH2:11]2)[CH2:7][CH2:6]1)=[O:4].[Cl:15][C:16]1[N:21]=[C:20](Cl)[C:19]([N+:23]([O-:25])=[O:24])=[CH:18][N:17]=1.[C:26]([O-])([O-])=O.[K+].[K+], predict the reaction product. (3) Given the reactants [C:1]([N:18]=[C:19]=[S:20])(=[O:17])[O:2][CH2:3][CH:4]1[C:16]2[CH:15]=[CH:14][CH:13]=[CH:12][C:11]=2[C:10]2[C:5]1=[CH:6][CH:7]=[CH:8][CH:9]=2.[NH2:21][C@:22]1([C:30]2[CH:35]=[CH:34][C:33]([F:36])=[CH:32][C:31]=2[F:37])[C@H:27]([CH2:28][OH:29])[CH2:26][CH2:25][O:24][CH2:23]1, predict the reaction product. The product is: [F:37][C:31]1[CH:32]=[C:33]([F:36])[CH:34]=[CH:35][C:30]=1[C@@:22]1([NH:21][C:19]([NH:18][C:1](=[O:17])[O:2][CH2:3][CH:4]2[C:5]3[CH:6]=[CH:7][CH:8]=[CH:9][C:10]=3[C:11]3[C:16]2=[CH:15][CH:14]=[CH:13][CH:12]=3)=[S:20])[C@H:27]([CH2:28][OH:29])[CH2:26][CH2:25][O:24][CH2:23]1. (4) Given the reactants [CH3:1][Mg]Br.[CH3:4][O:5][C:6]([C:8]1[CH:12]=[C:11]([CH:13]=[O:14])[O:10][C:9]=1[CH3:15])=[O:7], predict the reaction product. The product is: [CH3:4][O:5][C:6]([C:8]1[CH:12]=[C:11]([CH:13]([OH:14])[CH3:1])[O:10][C:9]=1[CH3:15])=[O:7]. (5) The product is: [CH3:1][S:2]([CH2:5][C:6]1[CH:11]=[C:10]([CH:9]=[CH:8][CH:7]=1)[NH2:18])(=[O:4])=[O:3]. Given the reactants [CH3:1][S:2]([CH2:5][C:6]1[CH:11]=[CH:10][C:9]([N+]([O-])=O)=[CH:8][CH:7]=1)(=[O:4])=[O:3].C([O-])=O.[NH4+:18], predict the reaction product.